Task: Predict the reaction yield, written as a fraction of the theoretical maximum amount of product (1.0 means a 100% yield; for example, 0.34 means a 34% yield).. Dataset: Reaction yield outcomes from USPTO patents with 853,638 reactions (1) The reactants are [Br:1][C:2]1[CH:3]=[C:4]([C:10]([N:12]2[CH2:17][CH2:16][O:15][C:14]3[CH:18]=[CH:19][N:20]=[CH:21][C:13]2=3)=[O:11])[CH:5]=[C:6]([Br:9])[C:7]=1[OH:8].[S:22](=[O:26])(=[O:25])([OH:24])[OH:23]. The catalyst is O1CCCC1. The product is [S:22](=[O:24])(=[O:23])([OH:26])[OH:25].[Br:1][C:2]1[CH:3]=[C:4]([C:10]([N:12]2[CH2:17][CH2:16][O:15][C:14]3[CH:18]=[CH:19][N:20]=[CH:21][C:13]2=3)=[O:11])[CH:5]=[C:6]([Br:9])[C:7]=1[OH:8]. The yield is 0.690. (2) The reactants are [C:1]1([C:7]2[CH:12]=[CH:11][CH:10]=[CH:9][C:8]=2[OH:13])[CH:6]=[CH:5][CH:4]=[CH:3][CH:2]=1.[C:14]1(=O)[O:19][C:17](=[O:18])[C:16]2=[CH:20][CH:21]=[CH:22][CH:23]=[C:15]12. The yield is 0.940. The product is [OH:13][C:8]1[CH:9]=[CH:10][C:11]([C:14]2([C:11]3[CH:10]=[CH:9][C:8]([OH:13])=[C:7]([C:1]4[CH:6]=[CH:5][CH:4]=[CH:3][CH:2]=4)[CH:12]=3)[C:15]3[C:16](=[CH:20][CH:21]=[CH:22][CH:23]=3)[C:17](=[O:18])[O:19]2)=[CH:12][C:7]=1[C:1]1[CH:2]=[CH:3][CH:4]=[CH:5][CH:6]=1. No catalyst specified. (3) The reactants are [Cl:1][C:2]1[CH:7]=[CH:6][C:5]([NH:8][C:9](=[O:14])[C:10]([CH3:13])([CH3:12])[CH3:11])=[CH:4][C:3]=1[C:15]([F:18])([F:17])[F:16].[Li][CH2:20]CCC.CI. The catalyst is C1COCC1. The product is [Cl:1][C:2]1[CH:7]=[CH:6][C:5]([NH:8][C:9](=[O:14])[C:10]([CH3:11])([CH3:12])[CH3:13])=[C:4]([CH3:20])[C:3]=1[C:15]([F:16])([F:17])[F:18]. The yield is 0.640. (4) The reactants are Cl.[O:2]1[CH2:6][CH2:5][CH2:4][NH:3]1.C(N(C(C)C)CC)(C)C.[CH:16]1([CH2:22][N:23]2[C:27]3[CH:28]=[CH:29][C:30]([C:32](O)=[O:33])=[CH:31][C:26]=3[N:25]=[C:24]2[C:35]([CH3:39])([CH3:38])[CH2:36][CH3:37])[CH2:21][CH2:20][CH2:19][CH2:18][CH2:17]1.CN(C(ON1N=NC2C=CC=NC1=2)=[N+](C)C)C.F[P-](F)(F)(F)(F)F. The catalyst is CN(C=O)C. The product is [CH:16]1([CH2:22][N:23]2[C:27]3[CH:28]=[CH:29][C:30]([C:32]([N:3]4[CH2:4][CH2:5][CH2:6][O:2]4)=[O:33])=[CH:31][C:26]=3[N:25]=[C:24]2[C:35]([CH3:38])([CH3:39])[CH2:36][CH3:37])[CH2:17][CH2:18][CH2:19][CH2:20][CH2:21]1. The yield is 0.760.